This data is from Peptide-MHC class I binding affinity with 185,985 pairs from IEDB/IMGT. The task is: Regression. Given a peptide amino acid sequence and an MHC pseudo amino acid sequence, predict their binding affinity value. This is MHC class I binding data. (1) The peptide sequence is RQVSVKLLI. The MHC is HLA-A26:01 with pseudo-sequence HLA-A26:01. The binding affinity (normalized) is 0.191. (2) The peptide sequence is GSAIAQLGY. The MHC is HLA-A01:01 with pseudo-sequence HLA-A01:01. The binding affinity (normalized) is 0.536. (3) The MHC is HLA-B15:09 with pseudo-sequence HLA-B15:09. The binding affinity (normalized) is 0.0847. The peptide sequence is KLKSLYNTV. (4) The peptide sequence is FFPSDYFPSV. The MHC is HLA-A02:03 with pseudo-sequence HLA-A02:03. The binding affinity (normalized) is 0.399. (5) The peptide sequence is DTIESAKTKI. The MHC is HLA-A68:02 with pseudo-sequence HLA-A68:02. The binding affinity (normalized) is 0.413. (6) The MHC is Mamu-A07 with pseudo-sequence Mamu-A07. The peptide sequence is HHINVELSL. The binding affinity (normalized) is 0.709. (7) The peptide sequence is RMWAWIHGL. The MHC is HLA-A02:01 with pseudo-sequence HLA-A02:01. The binding affinity (normalized) is 0.620.